From a dataset of NCI-60 drug combinations with 297,098 pairs across 59 cell lines. Regression. Given two drug SMILES strings and cell line genomic features, predict the synergy score measuring deviation from expected non-interaction effect. (1) Drug 1: C1CC(C1)(C(=O)O)C(=O)O.[NH2-].[NH2-].[Pt+2]. Drug 2: C1=CC=C(C(=C1)C(C2=CC=C(C=C2)Cl)C(Cl)Cl)Cl. Cell line: BT-549. Synergy scores: CSS=1.05, Synergy_ZIP=-0.437, Synergy_Bliss=0.133, Synergy_Loewe=-3.66, Synergy_HSA=-3.36. (2) Drug 1: CNC(=O)C1=CC=CC=C1SC2=CC3=C(C=C2)C(=NN3)C=CC4=CC=CC=N4. Drug 2: C1=NC2=C(N1)C(=S)N=C(N2)N. Cell line: NCI-H460. Synergy scores: CSS=41.5, Synergy_ZIP=2.39, Synergy_Bliss=3.57, Synergy_Loewe=-5.61, Synergy_HSA=3.79. (3) Drug 1: C1=CC(=CC=C1CC(C(=O)O)N)N(CCCl)CCCl.Cl. Drug 2: CCC1=C2CN3C(=CC4=C(C3=O)COC(=O)C4(CC)O)C2=NC5=C1C=C(C=C5)O. Cell line: CAKI-1. Synergy scores: CSS=53.1, Synergy_ZIP=-3.99, Synergy_Bliss=-1.74, Synergy_Loewe=-14.8, Synergy_HSA=2.21. (4) Drug 1: CCC1=CC2CC(C3=C(CN(C2)C1)C4=CC=CC=C4N3)(C5=C(C=C6C(=C5)C78CCN9C7C(C=CC9)(C(C(C8N6C)(C(=O)OC)O)OC(=O)C)CC)OC)C(=O)OC.C(C(C(=O)O)O)(C(=O)O)O. Drug 2: CCCS(=O)(=O)NC1=C(C(=C(C=C1)F)C(=O)C2=CNC3=C2C=C(C=N3)C4=CC=C(C=C4)Cl)F. Cell line: NCI-H322M. Synergy scores: CSS=21.2, Synergy_ZIP=5.37, Synergy_Bliss=5.36, Synergy_Loewe=-27.9, Synergy_HSA=0.697. (5) Drug 1: C1=NC2=C(N=C(N=C2N1C3C(C(C(O3)CO)O)O)F)N. Drug 2: C(=O)(N)NO. Cell line: M14. Synergy scores: CSS=5.77, Synergy_ZIP=0.266, Synergy_Bliss=3.23, Synergy_Loewe=-1.32, Synergy_HSA=1.53. (6) Drug 1: CC1C(C(CC(O1)OC2CC(CC3=C2C(=C4C(=C3O)C(=O)C5=C(C4=O)C(=CC=C5)OC)O)(C(=O)CO)O)N)O.Cl. Drug 2: CN(C)C1=NC(=NC(=N1)N(C)C)N(C)C. Cell line: CAKI-1. Synergy scores: CSS=2.95, Synergy_ZIP=14.8, Synergy_Bliss=19.3, Synergy_Loewe=-1.86, Synergy_HSA=1.97. (7) Drug 1: CS(=O)(=O)OCCCCOS(=O)(=O)C. Drug 2: COCCOC1=C(C=C2C(=C1)C(=NC=N2)NC3=CC=CC(=C3)C#C)OCCOC.Cl. Cell line: T-47D. Synergy scores: CSS=6.89, Synergy_ZIP=5.64, Synergy_Bliss=9.21, Synergy_Loewe=6.34, Synergy_HSA=6.12. (8) Drug 1: CNC(=O)C1=CC=CC=C1SC2=CC3=C(C=C2)C(=NN3)C=CC4=CC=CC=N4. Drug 2: CC1C(C(CC(O1)OC2CC(CC3=C2C(=C4C(=C3O)C(=O)C5=C(C4=O)C(=CC=C5)OC)O)(C(=O)CO)O)N)O.Cl. Cell line: HCT-15. Synergy scores: CSS=31.2, Synergy_ZIP=2.15, Synergy_Bliss=5.68, Synergy_Loewe=2.66, Synergy_HSA=5.33.